From a dataset of Forward reaction prediction with 1.9M reactions from USPTO patents (1976-2016). Predict the product of the given reaction. Given the reactants [C:1]([C:3]1[C:4]([C:19]([F:22])([F:21])[F:20])=[C:5]2[C:9](=[CH:10][CH:11]=1)[N:8]([CH:12]([CH3:17])[C:13]([O:15][CH3:16])=[O:14])[C:7]([CH3:18])=[CH:6]2)#[N:2].IC.[CH3:25]C([O-])(C)C.[K+], predict the reaction product. The product is: [C:1]([C:3]1[C:4]([C:19]([F:22])([F:21])[F:20])=[C:5]2[C:9](=[CH:10][CH:11]=1)[N:8]([C:12]([CH3:25])([CH3:17])[C:13]([O:15][CH3:16])=[O:14])[C:7]([CH3:18])=[CH:6]2)#[N:2].